Dataset: Catalyst prediction with 721,799 reactions and 888 catalyst types from USPTO. Task: Predict which catalyst facilitates the given reaction. Reactant: C([O:3][C:4]([C:6]1[CH:11]=[CH:10][C:9]([C:12]2[CH:17]=[CH:16][CH:15]=[CH:14][N+:13]=2[O-:18])=[CH:8][CH:7]=1)=[O:5])C.N1C=CC=CC=1C1C=CC(C(O)=O)=CC=1.[OH-].[Na+]. Product: [C:4]([C:6]1[CH:11]=[CH:10][C:9]([C:12]2[CH:17]=[CH:16][CH:15]=[CH:14][N+:13]=2[O-:18])=[CH:8][CH:7]=1)([OH:5])=[O:3]. The catalyst class is: 12.